From a dataset of Full USPTO retrosynthesis dataset with 1.9M reactions from patents (1976-2016). Predict the reactants needed to synthesize the given product. (1) Given the product [CH3:1][C:2]1[CH:3]=[C:4]([NH2:7])[S:5][CH:6]=1.[F:18][C:17]([F:20])([F:19])[C:15]([OH:21])=[O:16], predict the reactants needed to synthesize it. The reactants are: [CH3:1][C:2]1[CH:3]=[C:4]([NH:7]C(=O)OC(C)(C)C)[S:5][CH:6]=1.[C:15]([OH:21])([C:17]([F:20])([F:19])[F:18])=[O:16]. (2) Given the product [Cl:1][C:2]1[CH:3]=[CH:4][C:5]([CH2:8][S:9]([NH:12][C:13]([CH3:18])([CH3:17])[C:14]#[CH:15])(=[O:11])=[O:10])=[CH:6][CH:7]=1, predict the reactants needed to synthesize it. The reactants are: [Cl:1][C:2]1[CH:7]=[CH:6][C:5]([CH2:8][S:9]([NH:12][C:13]([CH3:18])([CH3:17])[C:14](=O)[CH3:15])(=[O:11])=[O:10])=[CH:4][CH:3]=1.[H-].[Na+]. (3) Given the product [Cl:8][C:9]1[CH:16]=[CH:15][CH:14]=[C:13]([Cl:17])[C:10]=1[CH2:11][O:6][CH2:5][CH2:4][OH:7], predict the reactants needed to synthesize it. The reactants are: C[O-].[Na+].[CH2:4]([OH:7])[CH2:5][OH:6].[Cl:8][C:9]1[CH:16]=[CH:15][CH:14]=[C:13]([Cl:17])[C:10]=1[CH2:11]Br. (4) Given the product [CH3:27][S:24]([O:1][CH2:2][CH2:3][CH:4]1[CH2:5][CH2:6][N:7]([C:10]([O:12][C:13]([CH3:16])([CH3:15])[CH3:14])=[O:11])[CH2:8][CH2:9]1)(=[O:26])=[O:25], predict the reactants needed to synthesize it. The reactants are: [OH:1][CH2:2][CH2:3][CH:4]1[CH2:9][CH2:8][N:7]([C:10]([O:12][C:13]([CH3:16])([CH3:15])[CH3:14])=[O:11])[CH2:6][CH2:5]1.C(N(CC)CC)C.[S:24](Cl)([CH3:27])(=[O:26])=[O:25]. (5) Given the product [NH2:11][C:3]1[CH:4]=[C:5]([S:7]([NH2:10])(=[O:8])=[O:9])[S:6][C:2]=1[Cl:1], predict the reactants needed to synthesize it. The reactants are: [Cl:1][C:2]1[S:6][C:5]([S:7]([NH2:10])(=[O:9])=[O:8])=[CH:4][C:3]=1[N+:11]([O-])=O. (6) Given the product [CH3:13][C:9]1[CH:8]=[C:7]([C:6](=[O:14])[CH3:1])[CH:12]=[CH:11][N:10]=1, predict the reactants needed to synthesize it. The reactants are: [CH3:1][Li].CON(C)[C:6](=[O:14])[C:7]1[CH:12]=[CH:11][N:10]=[C:9]([CH3:13])[CH:8]=1.[NH4+].[Cl-].